From a dataset of NCI-60 drug combinations with 297,098 pairs across 59 cell lines. Regression. Given two drug SMILES strings and cell line genomic features, predict the synergy score measuring deviation from expected non-interaction effect. (1) Drug 1: CC1=CC2C(CCC3(C2CCC3(C(=O)C)OC(=O)C)C)C4(C1=CC(=O)CC4)C. Drug 2: N.N.Cl[Pt+2]Cl. Cell line: HT29. Synergy scores: CSS=5.45, Synergy_ZIP=0.781, Synergy_Bliss=2.54, Synergy_Loewe=-0.279, Synergy_HSA=0.551. (2) Drug 1: C(CC(=O)O)C(=O)CN.Cl. Drug 2: C1C(C(OC1N2C=NC(=NC2=O)N)CO)O. Cell line: SF-295. Synergy scores: CSS=19.9, Synergy_ZIP=-5.51, Synergy_Bliss=-2.31, Synergy_Loewe=-1.39, Synergy_HSA=-2.48. (3) Drug 1: CC12CCC3C(C1CCC2O)C(CC4=C3C=CC(=C4)O)CCCCCCCCCS(=O)CCCC(C(F)(F)F)(F)F. Drug 2: C1CC(=O)NC(=O)C1N2C(=O)C3=CC=CC=C3C2=O. Cell line: HL-60(TB). Synergy scores: CSS=-7.48, Synergy_ZIP=4.33, Synergy_Bliss=3.06, Synergy_Loewe=-7.89, Synergy_HSA=-7.44. (4) Drug 1: CN(C)N=NC1=C(NC=N1)C(=O)N. Drug 2: C1=C(C(=O)NC(=O)N1)N(CCCl)CCCl. Cell line: 786-0. Synergy scores: CSS=44.6, Synergy_ZIP=4.48, Synergy_Bliss=5.42, Synergy_Loewe=-14.2, Synergy_HSA=5.51. (5) Drug 1: C1C(C(OC1N2C=C(C(=O)NC2=O)F)CO)O. Drug 2: C(CCl)NC(=O)N(CCCl)N=O. Cell line: COLO 205. Synergy scores: CSS=44.6, Synergy_ZIP=1.88, Synergy_Bliss=3.49, Synergy_Loewe=-16.2, Synergy_HSA=4.02.